The task is: Predict the reactants needed to synthesize the given product.. This data is from Full USPTO retrosynthesis dataset with 1.9M reactions from patents (1976-2016). The reactants are: C1(C)C=CC(S(O[CH2:11][CH2:12][CH2:13][CH2:14][O:15][CH2:16][CH3:17])(=O)=O)=CC=1.[CH3:19][C@H:20]1[NH:25][CH2:24][CH2:23][N:22]([C:26]([O:28][C:29]([CH3:32])([CH3:31])[CH3:30])=[O:27])[CH2:21]1.C(N(CC)CC)C.C(=O)([O-])O.[Na+]. Given the product [CH2:16]([O:15][CH2:14][CH2:13][CH2:12][CH2:11][N:25]1[CH2:24][CH2:23][N:22]([C:26]([O:28][C:29]([CH3:32])([CH3:31])[CH3:30])=[O:27])[CH2:21][C@H:20]1[CH3:19])[CH3:17], predict the reactants needed to synthesize it.